This data is from Catalyst prediction with 721,799 reactions and 888 catalyst types from USPTO. The task is: Predict which catalyst facilitates the given reaction. (1) Reactant: [F:1][C:2]([F:35])([F:34])[S:3]([O:6][C:7]1[CH:12]=[CH:11][C:10]([C:13]2[N:17]([C:18]3[CH:23]=[CH:22][C:21]([S:24]([CH3:27])(=[O:26])=[O:25])=[C:20]([F:28])[CH:19]=3)[N:16]=[C:15]([C:29]([F:32])([F:31])[F:30])[CH:14]=2)=[CH:9][C:8]=1[CH3:33])(=[O:5])=[O:4].[Cl:36]N1C(=O)CCC1=O.O. Product: [F:35][C:2]([F:1])([F:34])[S:3]([O:6][C:7]1[CH:12]=[CH:11][C:10]([C:13]2[N:17]([C:18]3[CH:23]=[CH:22][C:21]([S:24]([CH3:27])(=[O:25])=[O:26])=[C:20]([F:28])[CH:19]=3)[N:16]=[C:15]([C:29]([F:30])([F:31])[F:32])[C:14]=2[Cl:36])=[CH:9][C:8]=1[CH3:33])(=[O:5])=[O:4]. The catalyst class is: 3. (2) Reactant: [OH:1][C:2]1[CH:3]=[C:4]([CH:7]=[CH:8][C:9]=1[O:10][CH3:11])[CH:5]=[O:6].[CH2:12](Br)[C:13]1[CH:18]=[CH:17][CH:16]=[CH:15][CH:14]=1.C(=O)([O-])[O-].[K+].[K+]. Product: [CH2:12]([O:1][C:2]1[CH:3]=[C:4]([CH:7]=[CH:8][C:9]=1[O:10][CH3:11])[CH:5]=[O:6])[C:13]1[CH:18]=[CH:17][CH:16]=[CH:15][CH:14]=1. The catalyst class is: 9. (3) Reactant: Br[C:2]1[CH:7]=[C:6]([Br:8])[N:5]=[C:4]([C:9]#[N:10])[C:3]=1[OH:11].[CH3:12][O-:13].[Na+].C[O-]. Product: [Br:8][C:6]1[N:5]=[C:4]([C:9]#[N:10])[C:3]([OH:11])=[C:2]([O:13][CH3:12])[CH:7]=1. The catalyst class is: 816. (4) Reactant: [CH3:1][O:2][C:3]1[N:4]([CH3:9])[C:5](=[O:8])[NH:6][N:7]=1.[N:10]([S:13]([C:16]1[C:17]([C:22]([O:24][CH3:25])=[O:23])=[CH:18][S:19][C:20]=1[CH3:21])(=[O:15])=[O:14])=[C:11]=[O:12]. Product: [CH3:1][O:2][C:3]1[N:4]([CH3:9])[C:5](=[O:8])[N:6]([C:11]([NH:10][S:13]([C:16]2[C:17]([C:22]([O:24][CH3:25])=[O:23])=[CH:18][S:19][C:20]=2[CH3:21])(=[O:14])=[O:15])=[O:12])[N:7]=1. The catalyst class is: 113. (5) The catalyst class is: 3. Product: [CH2:12]([O:10][C:7]1[CH:6]=[C:5]([F:11])[C:4]([Cl:3])=[N:9][CH:8]=1)[C:13]1[CH:18]=[CH:17][CH:16]=[CH:15][CH:14]=1. Reactant: [H-].[Na+].[Cl:3][C:4]1[N:9]=[CH:8][C:7]([OH:10])=[CH:6][C:5]=1[F:11].[CH2:12](Br)[C:13]1[CH:18]=[CH:17][CH:16]=[CH:15][CH:14]=1.O. (6) Product: [CH2:13]([O:1][C:2]1[CH:9]=[CH:8][C:5]([CH:6]=[O:7])=[CH:4][C:3]=1[O:10][CH3:11])[C:14]1[CH:19]=[CH:18][CH:17]=[CH:16][CH:15]=1. The catalyst class is: 21. Reactant: [OH:1][C:2]1[CH:9]=[CH:8][C:5]([CH:6]=[O:7])=[CH:4][C:3]=1[O:10][CH3:11].Br[CH2:13][C:14]1[CH:19]=[CH:18][CH:17]=[CH:16][CH:15]=1.C([O-])([O-])=O.[K+].[K+].